This data is from Forward reaction prediction with 1.9M reactions from USPTO patents (1976-2016). The task is: Predict the product of the given reaction. (1) Given the reactants [F:1][C:2]1[CH:3]=[CH:4][C:5]([CH2:8][O:9][C:10]2[CH:15]=[CH:14][NH:13][C:12](=[O:16])[CH:11]=2)=[N:6][CH:7]=1.Br[C:18]1[CH:19]=[CH:20][C:21]2[C:22]3[CH2:31][N:30]([C:32]([O:34][C:35]([CH3:38])([CH3:37])[CH3:36])=[O:33])[CH2:29][CH2:28][C:23]=3[N:24]([CH3:27])[C:25]=2[CH:26]=1, predict the reaction product. The product is: [F:1][C:2]1[CH:3]=[CH:4][C:5]([CH2:8][O:9][C:10]2[CH:15]=[CH:14][N:13]([C:18]3[CH:19]=[CH:20][C:21]4[C:22]5[CH2:31][N:30]([C:32]([O:34][C:35]([CH3:38])([CH3:37])[CH3:36])=[O:33])[CH2:29][CH2:28][C:23]=5[N:24]([CH3:27])[C:25]=4[CH:26]=3)[C:12](=[O:16])[CH:11]=2)=[N:6][CH:7]=1. (2) Given the reactants [OH:1][CH2:2][CH2:3][C:4]#[C:5][C:6]1[C:14]2[C:9](=[CH:10][CH:11]=[C:12]([C:15]#[N:16])[CH:13]=2)[N:8]([S:17]([C:20]2[CH:26]=[CH:25][C:23]([CH3:24])=[CH:22][CH:21]=2)(=[O:19])=[O:18])[CH:7]=1, predict the reaction product. The product is: [OH:1][CH2:2][CH2:3][CH2:4][CH2:5][C:6]1[C:14]2[C:9](=[CH:10][CH:11]=[C:12]([C:15]#[N:16])[CH:13]=2)[N:8]([S:17]([C:20]2[CH:21]=[CH:22][C:23]([CH3:24])=[CH:25][CH:26]=2)(=[O:19])=[O:18])[CH:7]=1. (3) The product is: [C:21]([O:20][C:18]([N:30]1[C:26](=[O:25])[CH2:27][CH2:28][C@H:29]1[C:31]([O:33][CH2:34][C:35]1[CH:40]=[CH:39][CH:38]=[CH:37][CH:36]=1)=[O:32])=[O:19])([CH3:22])([CH3:23])[CH3:24]. Given the reactants CN(C1C=CC=CN=1)C.[C:18](O[C:18]([O:20][C:21]([CH3:24])([CH3:23])[CH3:22])=[O:19])([O:20][C:21]([CH3:24])([CH3:23])[CH3:22])=[O:19].[O:25]=[C:26]1[NH:30][C@H:29]([C:31]([O:33][CH2:34][C:35]2[CH:40]=[CH:39][CH:38]=[CH:37][CH:36]=2)=[O:32])[CH2:28][CH2:27]1, predict the reaction product.